This data is from Full USPTO retrosynthesis dataset with 1.9M reactions from patents (1976-2016). The task is: Predict the reactants needed to synthesize the given product. Given the product [CH3:32][O:33][C:23]([C:12]1[C:11]2[C:15](=[CH:16][C:8]([C:6]3[CH:7]=[C:2]([F:1])[C:3]([O:30][CH3:31])=[CH:4][C:5]=3[CH2:25][C:26]([F:29])([F:28])[F:27])=[CH:9][CH:10]=2)[N:14]([CH:17]2[CH2:22][CH2:21][CH2:20][CH2:19][O:18]2)[N:13]=1)=[NH:24], predict the reactants needed to synthesize it. The reactants are: [F:1][C:2]1[C:3]([O:30][CH3:31])=[CH:4][C:5]([CH2:25][C:26]([F:29])([F:28])[F:27])=[C:6]([C:8]2[CH:16]=[C:15]3[C:11]([C:12]([C:23]#[N:24])=[N:13][N:14]3[CH:17]3[CH2:22][CH2:21][CH2:20][CH2:19][O:18]3)=[CH:10][CH:9]=2)[CH:7]=1.[CH3:32][O-:33].[Na+].